Dataset: Forward reaction prediction with 1.9M reactions from USPTO patents (1976-2016). Task: Predict the product of the given reaction. (1) Given the reactants [F:1][C:2]1[CH:3]=[C:4](B(O)O)[CH:5]=[CH:6][CH:7]=1.[BH:11]([OH:13])[OH:12].[F:14][C:15]1[CH:16]=[C:17]([OH:22])[CH:18]=[CH:19][C:20]=1Br, predict the reaction product. The product is: [F:1][C:2]1[CH:3]=[C:4]([O:22][C:17]2[CH:18]=[CH:19][CH:20]=[C:15]([F:14])[CH:16]=2)[CH:5]=[CH:6][C:7]=1[B:11]([OH:13])[OH:12]. (2) The product is: [CH3:7][N:6]1[C:5]2[CH:8]=[CH:9][CH:10]=[CH:11][C:4]=2[N:3]=[C:2]1[N:12]1[CH2:17][CH2:16][NH:15][CH2:14][CH2:13]1. Given the reactants Cl[C:2]1[N:6]([CH3:7])[C:5]2[CH:8]=[CH:9][CH:10]=[CH:11][C:4]=2[N:3]=1.[NH:12]1[CH2:17][CH2:16][NH:15][CH2:14][CH2:13]1.Cl, predict the reaction product. (3) Given the reactants C([O:5][C:6]1[CH:7]=[C:8]([CH:38]=[CH:39][CH:40]=1)[CH2:9][O:10][CH2:11][CH2:12][CH2:13][CH2:14][C:15]([NH:31]S(C(C)(C)C)=O)([C:22]1[CH:27]=[CH:26][C:25]([C:28]#[N:29])=[C:24]([F:30])[CH:23]=1)[C:16]1[N:17]([CH3:21])[CH:18]=[N:19][CH:20]=1)(C)(C)C.Cl, predict the reaction product. The product is: [NH2:31][C:15]([C:22]1[CH:27]=[CH:26][C:25]([C:28]#[N:29])=[C:24]([F:30])[CH:23]=1)([C:16]1[N:17]([CH3:21])[CH:18]=[N:19][CH:20]=1)[CH2:14][CH2:13][CH2:12][CH2:11][O:10][CH2:9][C:8]1[CH:38]=[CH:39][CH:40]=[C:6]([OH:5])[CH:7]=1.